From a dataset of Reaction yield outcomes from USPTO patents with 853,638 reactions. Predict the reaction yield, written as a fraction of the theoretical maximum amount of product (1.0 means a 100% yield; for example, 0.34 means a 34% yield). (1) The reactants are [C:1]1([S:7]([N:10]2[C:14]3=[N:15][CH:16]=[C:17]([C:19]4[CH:20]=[CH:21][C:22]5[O:26][CH2:25][CH2:24][C:23]=5[CH:27]=4)[CH:18]=[C:13]3[C:12]([C:28]3[CH:29]=[N:30][N:31](C(C4C=CC=CC=4)(C4C=CC=CC=4)C4C=CC=CC=4)[CH:32]=3)=[CH:11]2)(=[O:9])=[O:8])[CH:6]=[CH:5][CH:4]=[CH:3][CH:2]=1.C([SiH](C(C)C)C(C)C)(C)C.C(O)(C(F)(F)F)=O. The catalyst is C(Cl)Cl. The product is [C:1]1([S:7]([N:10]2[C:14]3=[N:15][CH:16]=[C:17]([C:19]4[CH:20]=[CH:21][C:22]5[O:26][CH2:25][CH2:24][C:23]=5[CH:27]=4)[CH:18]=[C:13]3[C:12]([C:28]3[CH:29]=[N:30][NH:31][CH:32]=3)=[CH:11]2)(=[O:8])=[O:9])[CH:2]=[CH:3][CH:4]=[CH:5][CH:6]=1. The yield is 0.380. (2) The reactants are [CH2:1]([O:8][C:9](=[O:17])[NH:10][CH2:11][C@H:12]([OH:16])[CH2:13][CH:14]=C)[C:2]1[CH:7]=[CH:6][CH:5]=[CH:4][CH:3]=1.C[N+]1([O-])CC[O:22]CC1.I([O-])(=O)(=O)=O.[Na+].S([O-])([O-])=O.[Na+].[Na+]. The catalyst is CC(C)=O.C1COCC1.O.[Os](=O)(=O)(=O)=O. The product is [CH2:1]([O:8][C:9](=[O:17])[NH:10][CH2:11][C@H:12]([OH:16])[CH2:13][CH:14]=[O:22])[C:2]1[CH:7]=[CH:6][CH:5]=[CH:4][CH:3]=1. The yield is 0.730. (3) The reactants are [N:1]([O-:3])=O.[Na+].[CH3:5][CH2:6][O:7][C:8]([CH2:10][C:11]([C:13]1[CH:18]=[CH:17][CH:16]=[CH:15][CH:14]=1)=[O:12])=[O:9]. The catalyst is O.C(O)(=O)C. The product is [CH2:6]([O:7][C:8](=[O:9])[C:10](=[N:1][OH:3])[C:11](=[O:12])[C:13]1[CH:14]=[CH:15][CH:16]=[CH:17][CH:18]=1)[CH3:5]. The yield is 0.880.